Predict which catalyst facilitates the given reaction. From a dataset of Catalyst prediction with 721,799 reactions and 888 catalyst types from USPTO. (1) Reactant: [Cl:1][C:2]1[CH:3]=[C:4]([OH:26])[C:5]2[CH:6]=[N:7][N:8]([C:11]3[CH:16]=[CH:15][C:14]([O:17]CC4C=CC=CC=4)=[C:13]([F:25])[CH:12]=3)[C:9]=2[CH:10]=1.B(Br)(Br)Br.O.C([O-])(O)=O.[Na+]. Product: [Cl:1][C:2]1[CH:3]=[C:4]([OH:26])[C:5]2[CH:6]=[N:7][N:8]([C:11]3[CH:16]=[CH:15][C:14]([OH:17])=[C:13]([F:25])[CH:12]=3)[C:9]=2[CH:10]=1. The catalyst class is: 2. (2) The catalyst class is: 366. Product: [CH3:1][S:2]([O:6][CH2:7][CH2:8][C:9]1[CH:10]=[CH:11][C:12]([C:15]2[N:19]([C:20]3[CH:25]=[CH:24][C:23]([O:26][CH3:27])=[CH:22][CH:21]=3)[N:18]=[C:17]([C:28]([N:30]([O:32][CH3:33])[CH3:31])=[O:29])[CH:16]=2)=[CH:13][CH:14]=1)(=[O:4])=[O:3]. Reactant: [CH3:1][S:2](Cl)(=[O:4])=[O:3].[OH:6][CH2:7][CH2:8][C:9]1[CH:14]=[CH:13][C:12]([C:15]2[N:19]([C:20]3[CH:25]=[CH:24][C:23]([O:26][CH3:27])=[CH:22][CH:21]=3)[N:18]=[C:17]([C:28]([N:30]([O:32][CH3:33])[CH3:31])=[O:29])[CH:16]=2)=[CH:11][CH:10]=1.CCN(CC)CC. (3) Reactant: C(OC([N:8]([C:18]1[S:19][CH2:20][CH2:21][N:22]=1)[NH:9][C:10]1[CH:15]=[CH:14][CH:13]=[C:12]([CH3:16])[C:11]=1[CH3:17])=O)(C)(C)C.C[Si](C)(C)N[Si](C)(C)C.[Li].[CH3:33][C:34]([CH3:38])=[CH:35][CH2:36]Br.FC(F)(F)C(O)=O. Product: [S:19]1[CH2:20][CH2:21][N:22]=[C:18]1[NH:8][N:9]([C:10]1[CH:15]=[CH:14][CH:13]=[C:12]([CH3:16])[C:11]=1[CH3:17])[CH2:36][CH:35]=[C:34]([CH3:38])[CH3:33]. The catalyst class is: 595. (4) Reactant: CC1C=CC(S(O[CH2:12][C@@H:13]2[O:18][C:17]3[C:19]([F:23])=[CH:20][CH:21]=[CH:22][C:16]=3[O:15][CH2:14]2)(=O)=O)=CC=1.[NH:24]1[CH2:29][CH:28]=[C:27]([C:30]2[C:38]3[C:33](=[CH:34][CH:35]=[CH:36][CH:37]=3)[NH:32][CH:31]=2)[CH2:26][CH2:25]1.C(=O)(O)[O-].[Na+]. Product: [F:23][C:19]1[C:17]2[O:18][CH:13]([CH2:12][N:24]3[CH2:25][CH:26]=[C:27]([C:30]4[C:38]5[C:33](=[CH:34][CH:35]=[CH:36][CH:37]=5)[NH:32][CH:31]=4)[CH2:28][CH2:29]3)[CH2:14][O:15][C:16]=2[CH:22]=[CH:21][CH:20]=1. The catalyst class is: 348. (5) Reactant: Br[CH2:2][CH2:3][CH2:4][OH:5].C(=O)([O-])[O-].[K+].[K+].OC(C(F)(F)F)=O.OC(C(F)(F)F)=O.[F:26][CH2:27][CH2:28][N:29]1[CH2:34][CH2:33][NH:32][CH2:31][CH2:30]1. Product: [F:26][CH2:27][CH2:28][N:29]1[CH2:34][CH2:33][N:32]([CH2:2][CH2:3][CH2:4][OH:5])[CH2:31][CH2:30]1. The catalyst class is: 10. (6) Reactant: [Cl:1][C:2]1[N:3]=[CH:4][CH:5]=[C:6]2[CH:10]=[C:9]([CH:11]=[O:12])[NH:8][C:7]=12.[C:13]1([Mg]Br)[CH:18]=[CH:17][CH:16]=[CH:15][CH:14]=1.CCOCC.[NH4+].[Cl-]. Product: [Cl:1][C:2]1[N:3]=[CH:4][CH:5]=[C:6]2[CH:10]=[C:9]([CH:11]([C:13]3[CH:18]=[CH:17][CH:16]=[CH:15][CH:14]=3)[OH:12])[NH:8][C:7]=12. The catalyst class is: 1.